Task: Predict the product of the given reaction.. Dataset: Forward reaction prediction with 1.9M reactions from USPTO patents (1976-2016) (1) Given the reactants Br[C:2]1[CH:10]=[CH:9][C:5]2[S:6][CH:7]=[CH:8][C:4]=2[CH:3]=1.[B:11]1([B:11]2[O:15][C:14]([CH3:17])([CH3:16])[C:13]([CH3:19])([CH3:18])[O:12]2)[O:15][C:14]([CH3:17])([CH3:16])[C:13]([CH3:19])([CH3:18])[O:12]1.CC([O-])=O.[K+], predict the reaction product. The product is: [S:6]1[CH:7]=[CH:8][C:4]2[CH:3]=[C:2]([B:11]3[O:15][C:14]([CH3:17])([CH3:16])[C:13]([CH3:19])([CH3:18])[O:12]3)[CH:10]=[CH:9][C:5]1=2. (2) Given the reactants Cl.[Cl:2][C:3]1[CH:13]=[CH:12][C:6]([O:7][CH:8]2[CH2:11][NH:10][CH2:9]2)=[CH:5][CH:4]=1.C(N(CC)CC)C.[C:21]([O:25][C:26](=[O:35])[NH:27][C@H:28]([CH2:32][O:33][CH3:34])[CH2:29][CH2:30]I)([CH3:24])([CH3:23])[CH3:22], predict the reaction product. The product is: [C:21]([O:25][C:26](=[O:35])[NH:27][C@H:28]([CH2:32][O:33][CH3:34])[CH2:29][CH2:30][N:10]1[CH2:9][CH:8]([O:7][C:6]2[CH:12]=[CH:13][C:3]([Cl:2])=[CH:4][CH:5]=2)[CH2:11]1)([CH3:22])([CH3:24])[CH3:23]. (3) Given the reactants Cl.[CH3:2][C:3]([N:8]1[CH:12]=[N:11][CH:10]=[N:9]1)([CH3:7])[C:4]([OH:6])=O.[NH2:13][C@@H:14]([CH2:32][O:33][CH2:34][C:35]1[CH:40]=[CH:39][CH:38]=[CH:37][CH:36]=1)[C:15]([NH:17][C:18]1[CH:23]=[CH:22][C:21]([O:24][C:25]2[CH:30]=[CH:29][C:28]([F:31])=[CH:27][CH:26]=2)=[CH:20][CH:19]=1)=[O:16], predict the reaction product. The product is: [CH2:34]([O:33][CH2:32][C@H:14]([NH:13][C:4](=[O:6])[C:3]([CH3:2])([N:8]1[CH:12]=[N:11][CH:10]=[N:9]1)[CH3:7])[C:15]([NH:17][C:18]1[CH:23]=[CH:22][C:21]([O:24][C:25]2[CH:30]=[CH:29][C:28]([F:31])=[CH:27][CH:26]=2)=[CH:20][CH:19]=1)=[O:16])[C:35]1[CH:40]=[CH:39][CH:38]=[CH:37][CH:36]=1. (4) Given the reactants [H-].[Na+].[Si:3]([O:10][CH:11]([C:13]1[CH:14]=[CH:15][C:16]([CH3:27])=[C:17]([NH:19][C:20](=[O:26])[O:21][C:22]([CH3:25])([CH3:24])[CH3:23])[CH:18]=1)[CH3:12])([C:6]([CH3:9])([CH3:8])[CH3:7])([CH3:5])[CH3:4].[CH3:28]I, predict the reaction product. The product is: [Si:3]([O:10][CH:11]([C:13]1[CH:14]=[CH:15][C:16]([CH3:27])=[C:17]([N:19]([CH3:28])[C:20](=[O:26])[O:21][C:22]([CH3:25])([CH3:24])[CH3:23])[CH:18]=1)[CH3:12])([C:6]([CH3:8])([CH3:9])[CH3:7])([CH3:5])[CH3:4]. (5) Given the reactants [Cl:1][CH2:2][CH2:3][CH2:4][S:5]([O:8][CH2:9][C:10]([CH3:23])([CH3:22])[C@@H:11]([O:14][Si:15]([CH3:21])([CH3:20])[C:16]([CH3:19])([CH3:18])[CH3:17])[CH:12]=[O:13])(=[O:7])=[O:6].CC(C)=[O:26], predict the reaction product. The product is: [Cl:1][CH2:2][CH2:3][CH2:4][S:5]([O:8][CH2:9][C:10]([CH3:23])([CH3:22])[C@@H:11]([O:14][Si:15]([CH3:21])([CH3:20])[C:16]([CH3:18])([CH3:17])[CH3:19])[C:12]([OH:26])=[O:13])(=[O:7])=[O:6]. (6) The product is: [CH3:9][O:8][C:7]1([O:10][CH3:11])[CH2:6][CH2:5][N:4]([C:17]([C:13]2[S:12][CH:16]=[CH:15][CH:14]=2)=[O:18])[CH2:3][CH:2]1[F:1]. Given the reactants [F:1][CH:2]1[C:7]([O:10][CH3:11])([O:8][CH3:9])[CH2:6][CH2:5][NH:4][CH2:3]1.[S:12]1[CH:16]=[CH:15][CH:14]=[C:13]1[C:17](Cl)=[O:18].C(N(CC)CC)C.C(OCC)(=O)C, predict the reaction product.